Dataset: Reaction yield outcomes from USPTO patents with 853,638 reactions. Task: Predict the reaction yield, written as a fraction of the theoretical maximum amount of product (1.0 means a 100% yield; for example, 0.34 means a 34% yield). The yield is 1.00. The product is [OH:1][CH2:2][C:3]([CH3:47])([CH3:48])[CH2:4][N:5]1[CH:9]=[CH:8][C:7]([C:10]2[C:18]3[C:17]([NH:19][C@H:20]([C:22]4[N:27]([C:28]5[CH:29]=[CH:30][CH:31]=[CH:32][CH:33]=5)[C:26](=[O:34])[C:25]5=[C:35]([CH3:38])[CH:36]=[CH:37][N:24]5[N:23]=4)[CH3:21])=[N:16][CH:15]=[N:14][C:13]=3[NH:12][CH:11]=2)=[N:6]1. The reactants are [OH:1][CH2:2][C:3]([CH3:48])([CH3:47])[CH2:4][N:5]1[CH:9]=[CH:8][C:7]([C:10]2[C:18]3[C:17]([NH:19][C@H:20]([C:22]4[N:27]([C:28]5[CH:33]=[CH:32][CH:31]=[CH:30][CH:29]=5)[C:26](=[O:34])[C:25]5=[C:35]([CH3:38])[CH:36]=[CH:37][N:24]5[N:23]=4)[CH3:21])=[N:16][CH:15]=[N:14][C:13]=3[N:12](COCC[Si](C)(C)C)[CH:11]=2)=[N:6]1.FC(F)(F)C(O)=O.N. No catalyst specified.